From a dataset of Catalyst prediction with 721,799 reactions and 888 catalyst types from USPTO. Predict which catalyst facilitates the given reaction. (1) Reactant: [CH3:1][O:2][C:3](=[O:28])[C:4]1[CH:26]=[CH:25][C:24]([OH:27])=[C:6]([C:7]([NH:9][C:10]2[CH:15]=[C:14]([C:16]([F:19])([F:18])[F:17])[CH:13]=[C:12]([C:20]([F:23])([F:22])[F:21])[CH:11]=2)=[O:8])[CH:5]=1.[H-].[Na+].[CH2:31](Br)[C:32]1[CH:37]=[CH:36][CH:35]=[CH:34][CH:33]=1.O. Product: [CH3:1][O:2][C:3](=[O:28])[C:4]1[CH:26]=[CH:25][C:24]([O:27][CH2:31][C:32]2[CH:37]=[CH:36][CH:35]=[CH:34][CH:33]=2)=[C:6]([C:7]([NH:9][C:10]2[CH:15]=[C:14]([C:16]([F:19])([F:17])[F:18])[CH:13]=[C:12]([C:20]([F:21])([F:22])[F:23])[CH:11]=2)=[O:8])[CH:5]=1. The catalyst class is: 9. (2) Reactant: [NH:1]1[C:9]2[C:4](=[CH:5][CH:6]=[CH:7][N:8]=2)[CH:3]=[CH:2]1.[Cl:10][C:11]1[CH:28]=[CH:27][C:14]([CH2:15][O:16][C:17]2[CH:24]=[CH:23][C:20]([CH:21]=[O:22])=[CH:19][C:18]=2[O:25][CH3:26])=[CH:13][CH:12]=1.[CH3:29]O.[OH-].[K+]. Product: [Cl:10][C:11]1[CH:28]=[CH:27][C:14]([CH2:15][O:16][C:17]2[CH:24]=[CH:23][C:20]([CH:21]([N:1]3[C:9]4=[N:8][CH:7]=[CH:6][CH:5]=[C:4]4[CH:3]=[CH:2]3)[O:22][CH3:29])=[CH:19][C:18]=2[O:25][CH3:26])=[CH:13][CH:12]=1. The catalyst class is: 84. (3) Reactant: [F:1][C:2]1[CH:26]=[CH:25][C:5]([C:6]([NH:8][C:9]2[CH:14]=[N:13][C:12]([C:15]([O:17][CH3:18])=[O:16])=[C:11]3[O:19]C(C)(C)[O:21][CH2:22][C:10]=23)=[O:7])=[CH:4][CH:3]=1. Product: [F:1][C:2]1[CH:3]=[CH:4][C:5]([C:6]([NH:8][C:9]2[C:10]([CH2:22][OH:21])=[C:11]([OH:19])[C:12]([C:15]([O:17][CH3:18])=[O:16])=[N:13][CH:14]=2)=[O:7])=[CH:25][CH:26]=1. The catalyst class is: 106. (4) The catalyst class is: 14. Product: [Cl:1][C:2]1[N:7]=[C:6]([C:8]([NH:17][NH2:18])=[O:9])[CH:5]=[CH:4][C:3]=1[O:12][CH:13]([CH3:15])[CH3:14]. Reactant: [Cl:1][C:2]1[N:7]=[C:6]([C:8](OC)=[O:9])[CH:5]=[CH:4][C:3]=1[O:12][CH:13]([CH3:15])[CH3:14].O.[NH2:17][NH2:18]. (5) Reactant: Br[CH2:2][CH2:3][O:4][C:5]1[CH:10]=[CH:9][C:8]([NH:11][C:12](=[O:21])[C:13]2[CH:18]=[CH:17][CH:16]=[C:15]([O:19][CH3:20])[CH:14]=2)=[CH:7][C:6]=1[C:22]1[N:23]([CH3:27])[N:24]=[CH:25][CH:26]=1.[NH3:28]. Product: [NH2:28][CH2:2][CH2:3][O:4][C:5]1[CH:10]=[CH:9][C:8]([NH:11][C:12](=[O:21])[C:13]2[CH:18]=[CH:17][CH:16]=[C:15]([O:19][CH3:20])[CH:14]=2)=[CH:7][C:6]=1[C:22]1[N:23]([CH3:27])[N:24]=[CH:25][CH:26]=1. The catalyst class is: 5. (6) Product: [CH3:1][C:2]1([CH3:23])[O:6][CH:5]([CH2:7][O:8][C:9]2[CH:14]=[CH:13][N:12]3[C:15]([C:18]([OH:20])=[O:19])=[CH:16][N:17]=[C:11]3[CH:10]=2)[CH2:4][O:3]1. Reactant: [CH3:1][C:2]1([CH3:23])[O:6][CH:5]([CH2:7][O:8][C:9]2[CH:14]=[CH:13][N:12]3[C:15]([C:18]([O:20]CC)=[O:19])=[CH:16][N:17]=[C:11]3[CH:10]=2)[CH2:4][O:3]1.O.[OH-].[Li+].O1CCCC1.C(O)C.O.O. The catalyst class is: 4. (7) Reactant: [N+:1]([C:4]1[CH:9]=[CH:8][C:7]([N:10]2[CH2:15][CH2:14][N:13]([C:16]([O:18][C:19]([CH3:22])([CH3:21])[CH3:20])=[O:17])[CH:12]([C:23](OC)=[O:24])[CH2:11]2)=[CH:6][CH:5]=1)([O-:3])=[O:2].[H-].[H-].[H-].[H-].[Li+].[Al+3]. Product: [OH:24][CH2:23][CH:12]1[CH2:11][N:10]([C:7]2[CH:6]=[CH:5][C:4]([N+:1]([O-:3])=[O:2])=[CH:9][CH:8]=2)[CH2:15][CH2:14][N:13]1[C:16]([O:18][C:19]([CH3:22])([CH3:21])[CH3:20])=[O:17]. The catalyst class is: 1.